The task is: Regression. Given a peptide amino acid sequence and an MHC pseudo amino acid sequence, predict their binding affinity value. This is MHC class II binding data.. This data is from Peptide-MHC class II binding affinity with 134,281 pairs from IEDB. (1) The peptide sequence is SQDSELSWNLNGLQAY. The MHC is DRB1_0802 with pseudo-sequence DRB1_0802. The binding affinity (normalized) is 0.175. (2) The peptide sequence is HLRKVILSEISFHLV. The MHC is DRB1_0901 with pseudo-sequence DRB1_0901. The binding affinity (normalized) is 0.783. (3) The peptide sequence is EKKYFAATQYEPLAA. The MHC is DRB1_1602 with pseudo-sequence DRB1_1602. The binding affinity (normalized) is 0.699. (4) The peptide sequence is GADATAAAAFEQFLA. The MHC is HLA-DPA10201-DPB10501 with pseudo-sequence HLA-DPA10201-DPB10501. The binding affinity (normalized) is 0.346. (5) The peptide sequence is SMPFGKTPVLEIDGK. The MHC is HLA-DQA10102-DQB10602 with pseudo-sequence HLA-DQA10102-DQB10602. The binding affinity (normalized) is 0. (6) The peptide sequence is GASQKRPSQR. The MHC is H-2-IAu with pseudo-sequence H-2-IAu. The binding affinity (normalized) is 0.